Dataset: Peptide-MHC class I binding affinity with 185,985 pairs from IEDB/IMGT. Task: Regression. Given a peptide amino acid sequence and an MHC pseudo amino acid sequence, predict their binding affinity value. This is MHC class I binding data. (1) The peptide sequence is RRRQWASCM. The binding affinity (normalized) is 0.0671. The MHC is HLA-B07:02 with pseudo-sequence HLA-B07:02. (2) The peptide sequence is EAILQLGDLL. The MHC is H-2-Db with pseudo-sequence H-2-Db. The binding affinity (normalized) is 0.0732. (3) The peptide sequence is LVLKYDPL. The MHC is H-2-Kb with pseudo-sequence H-2-Kb. The binding affinity (normalized) is 0.560. (4) The MHC is HLA-B15:02 with pseudo-sequence HLA-B15:02. The binding affinity (normalized) is 0.600. The peptide sequence is AQRPAKYSY. (5) The binding affinity (normalized) is 0.276. The peptide sequence is ETSFIRNCA. The MHC is HLA-A26:01 with pseudo-sequence HLA-A26:01. (6) The peptide sequence is CERYGFPAS. The MHC is HLA-B15:01 with pseudo-sequence HLA-B15:01. The binding affinity (normalized) is 0.0847. (7) The MHC is HLA-A03:01 with pseudo-sequence HLA-A03:01. The peptide sequence is DQAMTQMYK. The binding affinity (normalized) is 0.275. (8) The peptide sequence is YMIMVKCWMI. The MHC is HLA-A02:01 with pseudo-sequence HLA-A02:01. The binding affinity (normalized) is 0.644. (9) The peptide sequence is RFRFRSVYG. The MHC is HLA-A30:01 with pseudo-sequence HLA-A30:01. The binding affinity (normalized) is 1.00.